This data is from Peptide-MHC class I binding affinity with 185,985 pairs from IEDB/IMGT. The task is: Regression. Given a peptide amino acid sequence and an MHC pseudo amino acid sequence, predict their binding affinity value. This is MHC class I binding data. The peptide sequence is RARKRGITL. The MHC is HLA-A11:01 with pseudo-sequence HLA-A11:01. The binding affinity (normalized) is 0.0847.